This data is from Full USPTO retrosynthesis dataset with 1.9M reactions from patents (1976-2016). The task is: Predict the reactants needed to synthesize the given product. (1) Given the product [C:49]([O:48][C:46]([N:43]1[CH2:44][CH2:45][CH:41]([NH:40][C:12](=[O:14])[CH2:11][CH2:10][C:9]([C:4]2[CH:5]=[CH:6][C:7]([Cl:8])=[C:2]([Cl:1])[CH:3]=2)=[N:15][O:16][CH3:17])[CH2:42]1)=[O:47])([CH3:52])([CH3:50])[CH3:51], predict the reactants needed to synthesize it. The reactants are: [Cl:1][C:2]1[CH:3]=[C:4]([C:9](=[N:15][O:16][CH3:17])[CH2:10][CH2:11][C:12]([OH:14])=O)[CH:5]=[CH:6][C:7]=1[Cl:8].CCN=C=NCCCN(C)C.Cl.C1C=CC2N(O)N=NC=2C=1.[NH2:40][CH:41]1[CH2:45][CH2:44][N:43]([C:46]([O:48][C:49]([CH3:52])([CH3:51])[CH3:50])=[O:47])[CH2:42]1. (2) The reactants are: [Cl:1][C:2]1[CH:3]=[C:4]([CH2:9][C:10]([O:12][CH3:13])=[O:11])[CH:5]=[CH:6][C:7]=1[OH:8].C([O-])([O-])=O.[K+].[K+].[Cl:20][C:21]1[CH:41]=[CH:40][C:24]([CH2:25][CH2:26][NH:27][C:28](=[O:39])[C:29]2[CH:34]=[CH:33][C:32](Cl)=[C:31]([N+:36]([O-:38])=[O:37])[CH:30]=2)=[CH:23][CH:22]=1. Given the product [Cl:20][C:21]1[CH:22]=[CH:23][C:24]([CH2:25][CH2:26][NH:27][C:28]([C:29]2[CH:34]=[CH:33][C:32]([O:8][C:7]3[CH:6]=[CH:5][C:4]([CH2:9][C:10]([O:12][CH3:13])=[O:11])=[CH:3][C:2]=3[Cl:1])=[C:31]([N+:36]([O-:38])=[O:37])[CH:30]=2)=[O:39])=[CH:40][CH:41]=1, predict the reactants needed to synthesize it. (3) Given the product [Cl:1][C:2]1[C:7]([Cl:8])=[CH:6][C:5]([C:9]2[N:14]=[CH:13][N:12]([C@@H:26]3[C:42]4[CH:43]=[C:38]([CH:39]=[CH:40][N:41]=4)[C:37]4[N:36]([CH:44]([F:45])[F:46])[N:35]=[CH:34][C:33]=4[NH:32][C:31](=[O:47])[C@H:30]([CH3:48])[CH2:29][CH2:28][CH2:27]3)[C:11](=[O:15])[CH:10]=2)=[C:4]([N:16]2[CH:20]=[C:19]([C:21]([F:23])([F:24])[F:22])[N:18]=[N:17]2)[CH:3]=1, predict the reactants needed to synthesize it. The reactants are: [Cl:1][C:2]1[C:7]([Cl:8])=[CH:6][C:5]([C:9]2[N:14]=[CH:13][N:12]=[C:11]([OH:15])[CH:10]=2)=[C:4]([N:16]2[CH:20]=[C:19]([C:21]([F:24])([F:23])[F:22])[N:18]=[N:17]2)[CH:3]=1.N[C@@H:26]1[C:42]2[CH:43]=[C:38]([CH:39]=[CH:40][N:41]=2)[C:37]2[N:36]([CH:44]([F:46])[F:45])[N:35]=[CH:34][C:33]=2[NH:32][C:31](=[O:47])[C@H:30]([CH3:48])[CH2:29][CH2:28][CH2:27]1.CN(C(ON1N=NC2C=CC=NC1=2)=[N+](C)C)C.F[P-](F)(F)(F)(F)F.C1CCN2C(=NCCC2)CC1. (4) Given the product [C:16]([C:20]1[CH:29]=[C:28]2[C:23]([C:24]([C:32]3[CH:37]=[CH:36][CH:35]=[C:34]([O:38][CH2:9][CH2:10][N:11]4[CH2:15][CH2:14][CH2:13][CH2:12]4)[CH:33]=3)=[N:25][C:26]([S:30][CH3:31])=[N:27]2)=[C:22]([NH2:39])[C:21]=1[C:40]([NH2:42])=[O:41])([CH3:19])([CH3:17])[CH3:18], predict the reactants needed to synthesize it. The reactants are: C([O-])([O-])=O.[K+].[K+].Cl.Cl[CH2:9][CH2:10][N:11]1[CH2:15][CH2:14][CH2:13][CH2:12]1.[C:16]([C:20]1[CH:29]=[C:28]2[C:23]([C:24]([C:32]3[CH:37]=[CH:36][CH:35]=[C:34]([OH:38])[CH:33]=3)=[N:25][C:26]([S:30][CH3:31])=[N:27]2)=[C:22]([NH2:39])[C:21]=1[C:40]([NH2:42])=[O:41])([CH3:19])([CH3:18])[CH3:17]. (5) The reactants are: [CH2:1]([O:9][C:10]1[CH:15]=[CH:14][C:13]([CH:16]2[O:21][CH2:20][CH2:19][N:18]([CH2:22][CH2:23][O:24][P:25](=[O:36])([O:31]C(C)(C)C)[O:26]C(C)(C)C)[CH2:17]2)=[CH:12][CH:11]=1)[CH2:2][CH2:3][CH2:4][CH2:5][CH2:6][CH2:7][CH3:8].[C:37]([OH:43])([C:39]([F:42])([F:41])[F:40])=[O:38]. Given the product [F:40][C:39]([F:42])([F:41])[C:37]([OH:43])=[O:38].[CH2:1]([O:9][C:10]1[CH:11]=[CH:12][C:13]([CH:16]2[O:21][CH2:20][CH2:19][N:18]([CH2:22][CH2:23][O:24][P:25](=[O:26])([OH:36])[OH:31])[CH2:17]2)=[CH:14][CH:15]=1)[CH2:2][CH2:3][CH2:4][CH2:5][CH2:6][CH2:7][CH3:8], predict the reactants needed to synthesize it. (6) Given the product [ClH:33].[CH:3]1([CH2:6][O:7][C:9]2[CH:14]=[CH:13][C:12]([C:15]3[O:19][N:18]=[C:17]([C:20]4[CH:28]=[CH:27][C:23]5[NH:24][CH:25]=[N:26][C:22]=5[CH:21]=4)[N:16]=3)=[CH:11][C:10]=2[C:29]([F:31])([F:32])[F:30])[CH2:5][CH2:4]1, predict the reactants needed to synthesize it. The reactants are: [H-].[Na+].[CH:3]1([CH2:6][OH:7])[CH2:5][CH2:4]1.F[C:9]1[CH:14]=[CH:13][C:12]([C:15]2[O:19][N:18]=[C:17]([C:20]3[CH:28]=[CH:27][C:23]4[NH:24][CH:25]=[N:26][C:22]=4[CH:21]=3)[N:16]=2)=[CH:11][C:10]=1[C:29]([F:32])([F:31])[F:30].[ClH:33].O1CCOCC1. (7) Given the product [Cl:26][C:23]1[CH:24]=[C:25]2[C:17]([C:12]3[N:11]=[C:10]([NH:9][CH2:8][C@@H:3]4[CH2:4][CH2:5][CH2:6][CH2:7][C@H:2]4[NH:1][C:49](=[O:50])[CH2:48][O:47][CH3:46])[C:15]([F:16])=[CH:14][N:13]=3)=[CH:18][NH:19][C:20]2=[N:21][CH:22]=1, predict the reactants needed to synthesize it. The reactants are: [NH2:1][C@@H:2]1[CH2:7][CH2:6][CH2:5][CH2:4][C@H:3]1[CH2:8][NH:9][C:10]1[C:15]([F:16])=[CH:14][N:13]=[C:12]([C:17]2[C:25]3[C:20](=[N:21][CH:22]=[C:23]([Cl:26])[CH:24]=3)[N:19](S(C3C=CC(C)=CC=3)(=O)=O)[CH:18]=2)[N:11]=1.CCN(C(C)C)C(C)C.[CH3:46][O:47][CH2:48][C:49](Cl)=[O:50].